Predict the product of the given reaction. From a dataset of Forward reaction prediction with 1.9M reactions from USPTO patents (1976-2016). (1) Given the reactants S(O[CH2:6][C:7]1[CH:12]=[C:11]([O:13][CH3:14])[C:10]([O:15][CH2:16][CH2:17][CH2:18][CH2:19][CH2:20][CH2:21][CH2:22][CH3:23])=[C:9]([Br:24])[CH:8]=1)(=O)(=O)C.[NH3:25], predict the reaction product. The product is: [Br:24][C:9]1[CH:8]=[C:7]([CH:12]=[C:11]([O:13][CH3:14])[C:10]=1[O:15][CH2:16][CH2:17][CH2:18][CH2:19][CH2:20][CH2:21][CH2:22][CH3:23])[CH2:6][NH2:25]. (2) Given the reactants [Cl:1][C:2]1[CH:7]=[CH:6][CH:5]=[CH:4][C:3]=1[CH:8]([CH:10]1[CH2:14][CH2:13][CH2:12][CH2:11]1)[NH2:9].[I:15][C:16]1[C:24]2[C:19](=[CH:20][CH:21]=[C:22]([C:25](N)=[O:26])[CH:23]=2)[NH:18][N:17]=1.CN(C(ON1N=NC2C=CC=CC1=2)=[N+](C)C)C.[B-](F)(F)(F)F.CCN(C(C)C)C(C)C, predict the reaction product. The product is: [Cl:1][C:2]1[CH:7]=[CH:6][CH:5]=[CH:4][C:3]=1[CH:8]([CH:10]1[CH2:11][CH2:12][CH2:13][CH2:14]1)[NH:9][C:25]([C:22]1[CH:23]=[C:24]2[C:19](=[CH:20][CH:21]=1)[NH:18][N:17]=[C:16]2[I:15])=[O:26]. (3) The product is: [C:1]([O:5][C:6]([NH:8][C@@H:9]([C:13]([S:16][CH2:27][C:28]([O:30][CH3:31])=[O:29])([CH3:15])[CH3:14])[C:10]([OH:12])=[O:11])=[O:7])([CH3:4])([CH3:2])[CH3:3]. Given the reactants [C:1]([O:5][C:6]([NH:8][C@@H:9]([C:13]([SH:16])([CH3:15])[CH3:14])[C:10]([OH:12])=[O:11])=[O:7])([CH3:4])([CH3:3])[CH3:2].CCN(C(C)C)C(C)C.Br[CH2:27][C:28]([O:30][CH3:31])=[O:29].Cl, predict the reaction product. (4) Given the reactants [C:1]([C:4]1[CH:9]=[CH:8][C:7](B(O)O)=[CH:6][CH:5]=1)(=[O:3])[NH2:2].[O:13]1[C:17]2[CH:18]=[CH:19][C:20]([C:22]3([C:25]([NH:27][C:28]4[CH:29]=[N:30][C:31]([CH3:35])=[C:32](Br)[CH:33]=4)=[O:26])[CH2:24][CH2:23]3)=[CH:21][C:16]=2[O:15][CH2:14]1.O1C2C=CC(C3(C(NC4C=NC(C)=C(C5C=CC=CC=5)C=4)=O)CC3)=CC=2OC1, predict the reaction product. The product is: [O:13]1[C:17]2[CH:18]=[CH:19][C:20]([C:22]3([C:25]([NH:27][C:28]4[CH:33]=[C:32]([C:7]5[CH:8]=[CH:9][C:4]([C:1]([NH2:2])=[O:3])=[CH:5][CH:6]=5)[C:31]([CH3:35])=[N:30][CH:29]=4)=[O:26])[CH2:24][CH2:23]3)=[CH:21][C:16]=2[O:15][CH2:14]1. (5) Given the reactants [CH3:1][N:2]([CH3:7])[S:3]([CH3:6])(=[O:5])=[O:4].[Li]CCCC.Cl[C:14]1[N:19]=[C:18]([S:20][CH3:21])[N:17]=[C:16]2[N:22]([CH2:32][O:33][CH2:34][CH2:35][Si:36]([CH3:39])([CH3:38])[CH3:37])[N:23]=[C:24]([C:25]3[CH:30]=[CH:29][CH:28]=[CH:27][C:26]=3[Cl:31])[C:15]=12, predict the reaction product. The product is: [Cl:31][C:26]1[CH:27]=[CH:28][CH:29]=[CH:30][C:25]=1[C:24]1[C:15]2[C:16](=[N:17][C:18]([S:20][CH3:21])=[N:19][C:14]=2[CH2:6][S:3]([N:2]([CH3:7])[CH3:1])(=[O:5])=[O:4])[N:22]([CH2:32][O:33][CH2:34][CH2:35][Si:36]([CH3:37])([CH3:39])[CH3:38])[N:23]=1. (6) Given the reactants [Si:1]([O:8][CH2:9][C:10]1[C:15]([O:16][CH3:17])=[CH:14][C:13]([NH:18][C:19](=[O:22])[CH:20]=[CH2:21])=[C:12]([Cl:23])[CH:11]=1)([C:4]([CH3:7])([CH3:6])[CH3:5])([CH3:3])[CH3:2].[OH:24][C:25]([C:42]1[S:43][CH:44]=[CH:45][CH:46]=1)([C:37]1[S:38][CH:39]=[CH:40][CH:41]=1)[C:26]([O:28][C@H:29]1[CH2:34][CH2:33][C@H:32]([NH:35][CH3:36])[CH2:31][CH2:30]1)=[O:27], predict the reaction product. The product is: [OH:24][C:25]([C:37]1[S:38][CH:39]=[CH:40][CH:41]=1)([C:42]1[S:43][CH:44]=[CH:45][CH:46]=1)[C:26]([O:28][C@H:29]1[CH2:30][CH2:31][C@H:32]([N:35]([CH2:21][CH2:20][C:19]([NH:18][C:13]2[CH:14]=[C:15]([O:16][CH3:17])[C:10]([CH2:9][O:8][Si:1]([C:4]([CH3:7])([CH3:6])[CH3:5])([CH3:3])[CH3:2])=[CH:11][C:12]=2[Cl:23])=[O:22])[CH3:36])[CH2:33][CH2:34]1)=[O:27]. (7) Given the reactants [NH2:1][C:2]1[CH:9]=[CH:8][C:5]([CH:6]=[O:7])=[C:4]([C:10]([F:13])([F:12])[F:11])[CH:3]=1.C(N(CC)CC)C.[Br:21][C:22]1[CH:23]=[C:24]([CH:28]=[CH:29][C:30]=1[CH3:31])[C:25](Cl)=[O:26], predict the reaction product. The product is: [Br:21][C:22]1[CH:23]=[C:24]([CH:28]=[CH:29][C:30]=1[CH3:31])[C:25]([NH:1][C:2]1[CH:9]=[CH:8][C:5]([CH:6]=[O:7])=[C:4]([C:10]([F:11])([F:12])[F:13])[CH:3]=1)=[O:26].